Dataset: Ames mutagenicity test results for genotoxicity prediction. Task: Regression/Classification. Given a drug SMILES string, predict its toxicity properties. Task type varies by dataset: regression for continuous values (e.g., LD50, hERG inhibition percentage) or binary classification for toxic/non-toxic outcomes (e.g., AMES mutagenicity, cardiotoxicity, hepatotoxicity). Dataset: ames. The molecule is CCCCCCCCCCCCCC[C@H]1CO1. The result is 0 (non-mutagenic).